From a dataset of Catalyst prediction with 721,799 reactions and 888 catalyst types from USPTO. Predict which catalyst facilitates the given reaction. (1) Reactant: [C:1]([O:5][C:6]([N:8]1[CH2:20][C@@H:19]([CH3:21])[N:18]2[C@H:10]([CH2:11][C:12]3[C:17]2=[N:16][C:15]([CH2:22][N:23]([C:27]([O:29][C:30]([CH3:33])([CH3:32])[CH3:31])=[O:28])[CH:24]2[CH2:26][CH2:25]2)=[C:14](Br)[CH:13]=3)[CH2:9]1)=[O:7])([CH3:4])([CH3:3])[CH3:2].C([Li])(C)(C)C.CN(C)[CH:42]=[O:43]. Product: [C:1]([O:5][C:6]([N:8]1[CH2:20][C@@H:19]([CH3:21])[N:18]2[C@H:10]([CH2:11][C:12]3[C:17]2=[N:16][C:15]([CH2:22][N:23]([C:27]([O:29][C:30]([CH3:33])([CH3:32])[CH3:31])=[O:28])[CH:24]2[CH2:26][CH2:25]2)=[C:14]([CH:42]=[O:43])[CH:13]=3)[CH2:9]1)=[O:7])([CH3:4])([CH3:3])[CH3:2]. The catalyst class is: 11. (2) Reactant: [CH2:1]([O:3][C:4](=[O:23])[CH2:5][CH2:6][NH:7][CH2:8][CH:9]([C:15]1[CH:20]=[CH:19][C:18]([Cl:21])=[C:17]([Cl:22])[CH:16]=1)[C:10]([O:12][CH2:13][CH3:14])=[O:11])[CH3:2].C(=O)([O-])[O-].[Na+].[Na+].[CH2:30](Br)[C:31]1[CH:36]=[CH:35][CH:34]=[CH:33][CH:32]=1.O. Product: [CH2:1]([O:3][C:4](=[O:23])[CH2:5][CH2:6][N:7]([CH2:30][C:31]1[CH:36]=[CH:35][CH:34]=[CH:33][CH:32]=1)[CH2:8][CH:9]([C:15]1[CH:20]=[CH:19][C:18]([Cl:21])=[C:17]([Cl:22])[CH:16]=1)[C:10]([O:12][CH2:13][CH3:14])=[O:11])[CH3:2]. The catalyst class is: 10. (3) Reactant: [CH2:1]([C:5]1[N:6]=[C:7]([CH3:27])[NH:8][C:9](=[O:26])[C:10]=1[CH2:11][C:12]1[CH:17]=[CH:16][C:15]([C:18]2[C:19]([C:24]#[N:25])=[CH:20][CH:21]=[CH:22][CH:23]=2)=[CH:14][CH:13]=1)[CH2:2][CH2:3][CH3:4].N(C(N1CCCCC1)=O)=NC(N1CCCCC1)=O.C(P(CCCC)CCCC)CCC.[CH3:59][C:60]1[CH:61]=[CH:62][C:63]2[S:67][C:66]([CH2:68]O)=[CH:65][C:64]=2[CH:70]=1. Product: [CH2:1]([C:5]1[N:6]=[C:7]([CH3:27])[N:8]([CH2:68][C:66]2[S:67][C:63]3[CH:62]=[CH:61][C:60]([CH3:59])=[CH:70][C:64]=3[CH:65]=2)[C:9](=[O:26])[C:10]=1[CH2:11][C:12]1[CH:17]=[CH:16][C:15]([C:18]2[C:19]([C:24]#[N:25])=[CH:20][CH:21]=[CH:22][CH:23]=2)=[CH:14][CH:13]=1)[CH2:2][CH2:3][CH3:4]. The catalyst class is: 362. (4) Reactant: [CH3:1][O:2][C:3]1[CH:4]=[CH:5][C:6]2[NH:12][C:11](=[O:13])[N:10]([CH:14]3[CH2:19][CH2:18][NH:17][CH2:16][CH2:15]3)[CH2:9][CH2:8][C:7]=2[CH:20]=1.Cl[C:22]1[N:27]=[CH:26][N:25]=[C:24]([O:28][C:29]2[CH:38]=[CH:37][C:32]3[NH:33][C:34](=[O:36])[O:35][C:31]=3[CH:30]=2)[CH:23]=1.CCN(C(C)C)C(C)C. Product: [CH3:1][O:2][C:3]1[CH:4]=[CH:5][C:6]2[NH:12][C:11](=[O:13])[N:10]([CH:14]3[CH2:19][CH2:18][N:17]([C:22]4[N:27]=[CH:26][N:25]=[C:24]([O:28][C:29]5[CH:38]=[CH:37][C:32]6[NH:33][C:34](=[O:36])[O:35][C:31]=6[CH:30]=5)[CH:23]=4)[CH2:16][CH2:15]3)[CH2:9][CH2:8][C:7]=2[CH:20]=1. The catalyst class is: 3. (5) Reactant: [Cl:1][CH2:2][CH2:3][CH:4]([C:6]1[CH:11]=[CH:10][CH:9]=[CH:8][CH:7]=1)[OH:5].C(N(CC)CC)C.[CH3:19][S:20](Cl)(=[O:22])=[O:21]. Product: [Cl:1][CH2:2][CH2:3][CH:4]([O:5][S:20]([CH3:19])(=[O:22])=[O:21])[C:6]1[CH:11]=[CH:10][CH:9]=[CH:8][CH:7]=1. The catalyst class is: 4. (6) Reactant: [Al+3].[Cl-].[Cl-].[Cl-].[CH3:5][C:6]1([CH3:21])[CH2:14][C:13]2[C:8](=[CH:9][CH:10]=[CH:11][C:12]=2[CH2:15][CH:16]([CH3:20])[C:17](Cl)=[O:18])[CH2:7]1. Product: [CH3:20][CH:16]1[C:17](=[O:18])[C:11]2[C:12](=[C:13]3[C:8](=[CH:9][CH:10]=2)[CH2:7][C:6]([CH3:21])([CH3:5])[CH2:14]3)[CH2:15]1. The catalyst class is: 4. (7) Reactant: [CH3:1][O:2][CH2:3][CH2:4][CH2:5][NH:6][S:7]([NH:10]C(=O)OCC1C=CC=CC=1)(=[O:9])=[O:8]. Product: [CH3:1][O:2][CH2:3][CH2:4][CH2:5][NH:6][S:7]([NH2:10])(=[O:9])=[O:8]. The catalyst class is: 178.